This data is from Catalyst prediction with 721,799 reactions and 888 catalyst types from USPTO. The task is: Predict which catalyst facilitates the given reaction. (1) Reactant: [CH:1]([C:4]1[CH:11]=[CH:10][CH:9]=[CH:8][C:5]=1[CH:6]=[O:7])([CH3:3])[CH3:2].[Al+3].[Cl-].[Cl-].[Cl-].[Br:16]Br.C(=O)(O)[O-].[Na+]. Product: [Br:16][C:9]1[CH:10]=[CH:11][C:4]([CH:1]([CH3:3])[CH3:2])=[C:5]([CH:8]=1)[CH:6]=[O:7]. The catalyst class is: 2. (2) Reactant: [C:1]1([CH:7]([NH:19][S:20]([CH2:23][C:24]([F:27])([F:26])[F:25])(=[O:22])=[O:21])[C:8]([O:10][C@@H:11]2[CH:16]3[CH2:17][CH2:18][N:13]([CH2:14][CH2:15]3)[CH2:12]2)=[O:9])[CH:6]=[CH:5][CH:4]=[CH:3][CH:2]=1.[Br:28][CH2:29][C:30]([C:32]1[CH:37]=[CH:36][CH:35]=[CH:34][CH:33]=1)=[O:31]. Product: [Br-:28].[O:31]=[C:30]([C:32]1[CH:37]=[CH:36][CH:35]=[CH:34][CH:33]=1)[CH2:29][N+:13]12[CH2:18][CH2:17][CH:16]([CH2:15][CH2:14]1)[C@@H:11]([O:10][C:8](=[O:9])[CH:7]([C:1]1[CH:6]=[CH:5][CH:4]=[CH:3][CH:2]=1)[NH:19][S:20]([CH2:23][C:24]([F:26])([F:27])[F:25])(=[O:22])=[O:21])[CH2:12]2. The catalyst class is: 25. (3) Reactant: [CH3:1][C@H:2]1[CH2:7][NH:6][CH2:5][CH2:4][N:3]1[C:8]([O:10][C:11]([CH3:14])([CH3:13])[CH3:12])=[O:9].Br[CH2:16][C:17]1[CH:26]=[CH:25][C:20]([C:21]([O:23][CH3:24])=[O:22])=[CH:19][C:18]=1[C:27]([F:30])([F:29])[F:28].CCN(CC)CC. Product: [CH3:24][O:23][C:21]([C:20]1[CH:25]=[CH:26][C:17]([CH2:16][N:6]2[CH2:5][CH2:4][N:3]([C:8]([O:10][C:11]([CH3:13])([CH3:12])[CH3:14])=[O:9])[C@@H:2]([CH3:1])[CH2:7]2)=[C:18]([C:27]([F:28])([F:30])[F:29])[CH:19]=1)=[O:22]. The catalyst class is: 2. (4) Reactant: [CH3:1][O:2][C:3](=[O:29])/[CH:4]=[CH:5]/[C:6]1[CH:11]=[CH:10][C:9]([C:12]2[CH:17]=[CH:16][C:15]([OH:18])=[C:14]([C:19]34[CH2:28][CH:23]5[CH2:24][CH:25]([CH2:27][CH:21]([CH2:22]5)[CH2:20]3)[CH2:26]4)[CH:13]=2)=[CH:8][CH:7]=1.[H-].[Na+].[CH2:32](Cl)[O:33][CH2:34][CH2:35][O:36][CH3:37].O. Product: [CH3:1][O:2][C:3](=[O:29])/[CH:4]=[CH:5]/[C:6]1[CH:7]=[CH:8][C:9]([C:12]2[CH:17]=[CH:16][C:15]([O:18][CH2:32][O:33][CH2:34][CH2:35][O:36][CH3:37])=[C:14]([C:19]34[CH2:28][CH:23]5[CH2:24][CH:25]([CH2:27][CH:21]([CH2:22]5)[CH2:20]3)[CH2:26]4)[CH:13]=2)=[CH:10][CH:11]=1. The catalyst class is: 3. (5) Reactant: [CH2:1]([O:3][C:4](=[O:17])[C:5]([C:10]1[CH:15]=[CH:14][CH:13]=[C:12]([Br:16])[N:11]=1)([CH2:8][OH:9])[CH2:6][OH:7])[CH3:2].C(N(C(C)C)CC)(C)C.[CH3:27][O:28][CH2:29]Cl.C1[CH2:35][O:34][CH2:33]C1. The catalyst class is: 689. Product: [CH2:1]([O:3][C:4](=[O:17])[C:5]([C:10]1[CH:15]=[CH:14][CH:13]=[C:12]([Br:16])[N:11]=1)([CH2:8][O:9][CH2:33][O:34][CH3:35])[CH2:6][O:7][CH2:27][O:28][CH3:29])[CH3:2].